From a dataset of hERG potassium channel inhibition data for cardiac toxicity prediction from Karim et al.. Regression/Classification. Given a drug SMILES string, predict its toxicity properties. Task type varies by dataset: regression for continuous values (e.g., LD50, hERG inhibition percentage) or binary classification for toxic/non-toxic outcomes (e.g., AMES mutagenicity, cardiotoxicity, hepatotoxicity). Dataset: herg_karim. (1) The molecule is CN(C)CCNc1nc(-c2ccc(Cl)cc2Cl)c2c(n1)N(c1c(Cl)cccc1Cl)C(=O)NC2. The result is 1 (blocker). (2) The result is 1 (blocker). The compound is N#Cc1ccc(Cn2cncc2C[NH2+][C@H]2CCN(c3cccc4ncccc34)C2=O)cc1. (3) The compound is CC(=O)N(C)C1CCC([C@H](C(=O)N(C)C)[C@H](N)C(=O)N2CC[C@H](F)C2)CC1.Cl. The result is 0 (non-blocker). (4) The compound is Cl.Cn1cc(-c2cc(C(=O)N[C@@H]3CCc4ccc(Oc5ccnc6c5CCC(=O)N6)cc4C3)cc(C(F)(F)F)c2)cn1. The result is 0 (non-blocker). (5) The drug is CCc1oc(CCc2cc(N3CCOCC3)cc(NCCOC)n2)nc1C. The result is 1 (blocker). (6) The result is 0 (non-blocker). The molecule is N#Cc1ccc(S(=O)(=O)NCCN2CC3CN(CCc4ccc(F)cc4F)CC(C2)O3)cc1. (7) The compound is CN(C)CCN(C)C(=O)c1ccc(C2=NN(c3ccc(C#N)cc3)C(c3ccc(F)cc3)C2)cc1. The result is 1 (blocker). (8) The drug is Cc1c([C@@H](O)CN2CCC3(CC2)CN(c2ccc(=O)n(C)n2)CCO3)ccc2c1COC2=O. The result is 0 (non-blocker). (9) The molecule is CCOc1cc2ncc(C(N)=O)c(Nc3ccc(F)cc3F)c2cc1N1CCC(O)CC1. The result is 0 (non-blocker).